This data is from Full USPTO retrosynthesis dataset with 1.9M reactions from patents (1976-2016). The task is: Predict the reactants needed to synthesize the given product. Given the product [Cl:31][C:17]1[CH:18]=[C:19]2[C:24](=[CH:25][C:16]=1[O:15][C:14]1[CH:32]=[CH:33][C:11]([C:9](=[O:10])[NH:8][C:5]3[CH:4]=[CH:3][C:2]([C:38]4[CH:39]=[CH:40][C:35]([Cl:34])=[CH:36][CH:37]=4)=[CH:7][N:6]=3)=[CH:12][CH:13]=1)[O:23][CH2:22][CH2:21][CH:20]2[C:26]([O:28][CH2:29][CH3:30])=[O:27], predict the reactants needed to synthesize it. The reactants are: Br[C:2]1[CH:3]=[CH:4][C:5]([NH:8][C:9]([C:11]2[CH:33]=[CH:32][C:14]([O:15][C:16]3[CH:25]=[C:24]4[C:19]([CH:20]([C:26]([O:28][CH2:29][CH3:30])=[O:27])[CH2:21][CH2:22][O:23]4)=[CH:18][C:17]=3[Cl:31])=[CH:13][CH:12]=2)=[O:10])=[N:6][CH:7]=1.[Cl:34][C:35]1[CH:40]=[CH:39][C:38](B(O)O)=[CH:37][CH:36]=1.C([O-])([O-])=O.[Na+].[Na+].